This data is from Catalyst prediction with 721,799 reactions and 888 catalyst types from USPTO. The task is: Predict which catalyst facilitates the given reaction. (1) Reactant: [Cl:1][C:2]1[N:7]=[CH:6][C:5]([C:8]2[C:9](=[O:20])[CH:10]3[CH:15]([C:16]=2[O:17]C)[CH:14]2[O:19][CH:11]3[CH2:12][CH2:13]2)=[C:4]([CH3:21])[CH:3]=1.Cl. Product: [Cl:1][C:2]1[N:7]=[CH:6][C:5]([CH:8]2[C:9](=[O:20])[CH:10]3[CH:15]([CH:14]4[O:19][CH:11]3[CH2:12][CH2:13]4)[C:16]2=[O:17])=[C:4]([CH3:21])[CH:3]=1. The catalyst class is: 21. (2) Reactant: [CH2:1]([O:8][C:9](=[O:43])[N:10]([CH2:40][CH:41]=[CH2:42])[C:11]1[C:16](=O)[N:15]2[C@H:18]([C:24](N(C(OC(C)(C)C)=O)C3C=CC=CC=3)=[O:25])[CH2:19][C@@H:20]([CH2:21][CH:22]=[CH2:23])[C:14]2=[N:13][CH:12]=1)[C:2]1[CH:7]=[CH:6][CH:5]=[CH:4][CH:3]=1.OO.[Li+].[OH-:47].[O-:48]S([O-])=O.[Na+].[Na+]. Product: [CH2:21]([C@H:20]1[C:14]2=[N:13][CH:12]=[C:11]([N:10]([CH2:40][CH:41]=[CH2:42])[C:9]([O:8][CH2:1][C:2]3[CH:3]=[CH:4][CH:5]=[CH:6][CH:7]=3)=[O:43])[C:16](=[O:47])[N:15]2[C@H:18]([C:24]([OH:48])=[O:25])[CH2:19]1)[CH:22]=[CH2:23]. The catalyst class is: 731. (3) Reactant: [C:1]([O:5][C:6](=[O:32])[NH:7][C@@H:8]([CH2:19][C:20]1[C:28]2[C:23](=[CH:24][CH:25]=[C:26]([O:29][CH2:30][CH3:31])[CH:27]=2)[NH:22][CH:21]=1)[C:9]([N:11]1[CH2:15][CH2:14][CH2:13][C@H:12]1[C:16](=O)[NH2:17])=[O:10])([CH3:4])([CH3:3])[CH3:2].N1C=CN=C1.O=P(Cl)(Cl)Cl. Product: [C:1]([O:5][C:6](=[O:32])[NH:7][C@@H:8]([CH2:19][C:20]1[C:28]2[C:23](=[CH:24][CH:25]=[C:26]([O:29][CH2:30][CH3:31])[CH:27]=2)[NH:22][CH:21]=1)[C:9]([N:11]1[CH2:15][CH2:14][CH2:13][C@H:12]1[C:16]#[N:17])=[O:10])([CH3:3])([CH3:4])[CH3:2]. The catalyst class is: 17. (4) Reactant: [NH2:1][C:2]1[C:3]([C:16]([O:18][CH2:19][CH3:20])=[O:17])=[N:4][CH:5]=[C:6]([CH2:8][C:9]2[CH:14]=[CH:13][C:12]([F:15])=[CH:11][CH:10]=2)[CH:7]=1.[O:21]=[C:22]1[C:30]2[C:25](=[CH:26][CH:27]=[CH:28][CH:29]=2)[C:24](=[O:31])[N:23]1[CH2:32][CH2:33][CH:34]=O.C(O[BH-](OC(=O)C)OC(=O)C)(=O)C.[Na+]. Product: [O:21]=[C:22]1[C:30]2[C:25](=[CH:26][CH:27]=[CH:28][CH:29]=2)[C:24](=[O:31])[N:23]1[CH2:32][CH2:33][CH2:34][NH:1][C:2]1[C:3]([C:16]([O:18][CH2:19][CH3:20])=[O:17])=[N:4][CH:5]=[C:6]([CH2:8][C:9]2[CH:10]=[CH:11][C:12]([F:15])=[CH:13][CH:14]=2)[CH:7]=1. The catalyst class is: 15. (5) Reactant: [CH3:1][C:2]1[O:6][N:5]=[C:4]([C:7]2[CH:12]=[CH:11][CH:10]=[CH:9][CH:8]=2)[C:3]=1[C:13]1[N:14]=[C:15]([CH2:27]O)[N:16]([C:18]2[CH:23]=[CH:22][C:21]([N+:24]([O-:26])=[O:25])=[CH:20][CH:19]=2)[CH:17]=1.C(N(CC)CC)C.CS([Cl:40])(=O)=O.C(=O)([O-])O.[Na+]. Product: [Cl:40][CH2:27][C:15]1[N:16]([C:18]2[CH:23]=[CH:22][C:21]([N+:24]([O-:26])=[O:25])=[CH:20][CH:19]=2)[CH:17]=[C:13]([C:3]2[C:4]([C:7]3[CH:12]=[CH:11][CH:10]=[CH:9][CH:8]=3)=[N:5][O:6][C:2]=2[CH3:1])[N:14]=1. The catalyst class is: 2. (6) Reactant: [Br:1][C:2]1[CH:7]=[C:6]([OH:8])[C:5]([F:9])=[CH:4][N:3]=1.[F:10][C:11]([F:15])([F:14])[CH2:12]I.C(=O)([O-])[O-].[K+].[K+]. Product: [Br:1][C:2]1[CH:7]=[C:6]([O:8][CH2:12][C:11]([F:15])([F:14])[F:10])[C:5]([F:9])=[CH:4][N:3]=1. The catalyst class is: 16. (7) Reactant: O[C:2]1([C:8]2[N:13]=[CH:12][C:11]([OH:14])=[CH:10][CH:9]=2)[CH2:7][CH2:6][CH2:5][CH2:4][CH2:3]1.O.C1(C)C=CC(S(O)(=O)=O)=CC=1.O.C([O-])(O)=O.[Na+]. Product: [C:2]1([C:8]2[N:13]=[CH:12][C:11]([OH:14])=[CH:10][CH:9]=2)[CH2:7][CH2:6][CH2:5][CH2:4][CH:3]=1. The catalyst class is: 11. (8) Reactant: C(=O)([O-])[O-].[K+].[K+].[Cl:7][C:8]1[N:16]=[C:15]2[C:11]([N:12]=[CH:13][NH:14]2)=[C:10]([Cl:17])[N:9]=1.[CH2:18](Br)[C:19]1[CH:24]=[CH:23][CH:22]=[CH:21][CH:20]=1.O. Product: [CH2:18]([N:14]1[CH:13]=[N:12][C:11]2[C:15]1=[N:16][C:8]([Cl:7])=[N:9][C:10]=2[Cl:17])[C:19]1[CH:24]=[CH:23][CH:22]=[CH:21][CH:20]=1. The catalyst class is: 9. (9) Reactant: [CH3:1][C:2]1([CH3:32])[C:6]2[C:7]([O:11][C:12]3[N:17]=[CH:16][C:15]([NH:18][C:19](=[O:31])[C:20]([NH:23]C(=O)OC(C)(C)C)([CH3:22])[CH3:21])=[CH:14][CH:13]=3)=[CH:8][CH:9]=[CH:10][C:5]=2[O:4][CH2:3]1.C(O)(C(F)(F)F)=O. Product: [CH3:1][C:2]1([CH3:32])[C:6]2[C:7]([O:11][C:12]3[N:17]=[CH:16][C:15]([NH:18][C:19](=[O:31])[C:20]([CH3:22])([CH3:21])[NH2:23])=[CH:14][CH:13]=3)=[CH:8][CH:9]=[CH:10][C:5]=2[O:4][CH2:3]1. The catalyst class is: 4.